Dataset: Forward reaction prediction with 1.9M reactions from USPTO patents (1976-2016). Task: Predict the product of the given reaction. (1) The product is: [CH3:41][N:2]([CH3:1])[C:3]([C:5]1[CH:6]=[C:7]([CH2:30][C:31]([OH:33])=[O:32])[CH:8]=[CH:9][C:10]=1[NH:11][C:12]([C:14]1[CH:19]=[CH:18][CH:17]=[CH:16][C:15]=1[C:20]1[CH:21]=[CH:22][C:23]([O:26][CH:27]([CH3:28])[CH3:29])=[CH:24][CH:25]=1)=[O:13])=[O:4]. Given the reactants [CH3:1][N:2]([CH3:41])[C:3]([C:5]1[CH:6]=[C:7]([CH:30](C(OCC)=O)[C:31]([O:33]CC)=[O:32])[CH:8]=[CH:9][C:10]=1[NH:11][C:12]([C:14]1[CH:19]=[CH:18][CH:17]=[CH:16][C:15]=1[C:20]1[CH:25]=[CH:24][C:23]([O:26][CH:27]([CH3:29])[CH3:28])=[CH:22][CH:21]=1)=[O:13])=[O:4].C([O-])([O-])=O.[K+].[K+].CO.C1(C)C=CC=CC=1, predict the reaction product. (2) Given the reactants [CH:1]1([C:4]2[O:5][C:6]3[C:7](=[C:9]([C:20]#[N:21])[C:10]([CH3:19])=[C:11]([C:14]([O:16]CC)=[CH2:15])[C:12]=3[F:13])[N:8]=2)[CH2:3][CH2:2]1.O.[Br:23]N1C(=O)CCC1=O, predict the reaction product. The product is: [Br:23][CH2:16][C:14]([C:11]1[C:12]([F:13])=[C:6]2[O:5][C:4]([CH:1]3[CH2:3][CH2:2]3)=[N:8][C:7]2=[C:9]([C:20]#[N:21])[C:10]=1[CH3:19])=[O:15]. (3) Given the reactants [S:1]1[C:3]2([CH2:8][CH2:7][N:6]([C:9]3[CH:14]=[CH:13][C:12]([N:15]4[CH2:19][C@H:18]([CH2:20][NH:21][C:22](=[O:24])[CH3:23])[O:17][C:16]4=[O:25])=[CH:11][C:10]=3[F:26])[CH2:5][CH2:4]2)[CH2:2]1.I([O-])(=O)(=O)=O.[Na+].[OH2:33].[CH3:34]O, predict the reaction product. The product is: [S:1](=[C:2]1[C:3]2([CH2:8][CH2:7][N:6]([C:9]3[CH:14]=[CH:13][C:12]([N:15]4[CH2:19][C@H:18]([CH2:20][NH:21][C:22](=[O:24])[CH3:23])[O:17][C:16]4=[O:25])=[CH:11][C:10]=3[F:26])[CH2:5][CH2:4]2)[CH2:34]1)=[O:33]. (4) Given the reactants [CH2:1]([CH2:11][C:12](=[CH:14][CH2:15][CH2:16]/[C:17](=[CH:19]/[CH2:20][OH:21])/[CH3:18])[CH3:13])/[CH:2]=[C:3](/[CH2:5][CH2:6][CH:7]=[C:8]([CH3:10])[CH3:9])\[CH3:4].[CH3:22][CH2:23]/[CH:24]=[CH:25]\[CH2:26]/[CH:27]=[CH:28]\[CH2:29]/[CH:30]=[CH:31]\[CH2:32]/[CH:33]=[CH:34]\[CH2:35]/[CH:36]=[CH:37]\[CH2:38][CH2:39][CH2:40][C:41](O)=[O:42].CCCCCC, predict the reaction product. The product is: [C:41]([O:21][CH2:20]/[CH:19]=[C:17](/[CH2:16][CH2:15]/[CH:14]=[C:12](\[CH3:13])/[CH2:11][CH2:1]/[CH:2]=[C:3](/[CH2:5][CH2:6][CH:7]=[C:8]([CH3:10])[CH3:9])\[CH3:4])\[CH3:18])(=[O:42])[CH:40]=[CH:39][CH:38]=[CH:37][CH:36]=[CH:35][CH:34]=[CH:33][CH:32]=[CH:31][CH2:30][CH2:29][CH2:28][CH2:27][CH2:26][CH2:25][CH2:24][CH2:23][CH3:22]. (5) Given the reactants Cl.[C:2]([C:5]1[CH:10]=[CH:9][C:8]([CH2:11][NH:12][C:13]([C:15]2[CH:19]=[C:18]([CH3:20])[N:17]([C:21]3[CH:26]=[CH:25][C:24]([F:27])=[CH:23][CH:22]=3)[C:16]=2[CH3:28])=[O:14])=[CH:7][CH:6]=1)(=[NH:4])[NH2:3].C(=O)([O-])[O-].[K+].[K+].Cl[C:36]([O:38][CH2:39][C:40]1[CH:45]=[CH:44][CH:43]=[CH:42][CH:41]=1)=[O:37], predict the reaction product. The product is: [NH2:4]/[C:2](=[N:3]\[C:36](=[O:37])[O:38][CH2:39][C:40]1[CH:45]=[CH:44][CH:43]=[CH:42][CH:41]=1)/[C:5]1[CH:10]=[CH:9][C:8]([CH2:11][NH:12][C:13]([C:15]2[CH:19]=[C:18]([CH3:20])[N:17]([C:21]3[CH:22]=[CH:23][C:24]([F:27])=[CH:25][CH:26]=3)[C:16]=2[CH3:28])=[O:14])=[CH:7][CH:6]=1.